This data is from Forward reaction prediction with 1.9M reactions from USPTO patents (1976-2016). The task is: Predict the product of the given reaction. (1) Given the reactants [CH3:1][N:2]1[CH2:7][CH2:6][C:5](=[CH:8][C:9]([O:11][CH2:12][CH3:13])=[O:10])[CH2:4][CH2:3]1.[Si](Cl)(C)(C)[CH3:15].C[Mg+].[Br-], predict the reaction product. The product is: [CH3:1][N:2]1[CH2:7][CH2:6][C:5]([CH2:8][C:9]([O:11][CH2:12][CH3:13])=[O:10])([CH3:15])[CH2:4][CH2:3]1. (2) Given the reactants [CH:1]1([C:4](Cl)=[O:5])[CH2:3][CH2:2]1.CCN(C(C)C)C(C)C.[CH3:16][C:17]1[C:22]([O:23][C:24]2[CH:29]=[CH:28][N:27]=[C:26]([NH:30][C:31]3[CH:36]=[CH:35][CH:34]=[C:33]([CH2:37][N:38]4[CH2:43][CH2:42][NH:41][CH2:40][CH2:39]4)[CH:32]=3)[CH:25]=2)=[CH:21][CH:20]=[C:19]([CH3:44])[N:18]=1, predict the reaction product. The product is: [CH:1]1([C:4]([N:41]2[CH2:42][CH2:43][N:38]([CH2:37][C:33]3[CH:32]=[C:31]([NH:30][C:26]4[CH:25]=[C:24]([O:23][C:22]5[C:17]([CH3:16])=[N:18][C:19]([CH3:44])=[CH:20][CH:21]=5)[CH:29]=[CH:28][N:27]=4)[CH:36]=[CH:35][CH:34]=3)[CH2:39][CH2:40]2)=[O:5])[CH2:3][CH2:2]1. (3) Given the reactants [CH3:1][O:2][C:3]1[CH:8]=[CH:7][C:6]([N:9]2[C:13]([C:14]3[CH:19]=[CH:18][CH:17]=[CH:16][C:15]=3[O:20][CH3:21])=[N:12][N:11]=[C:10]2[SH:22])=[CH:5][CH:4]=1.[OH-].[K+].C(N(CC)CC)C.Cl[CH:33]([CH3:43])[C:34]([NH:36][C:37]1[CH:42]=[CH:41][CH:40]=[CH:39][CH:38]=1)=[O:35], predict the reaction product. The product is: [CH3:21][O:20][C:15]1[CH:16]=[CH:17][CH:18]=[CH:19][C:14]=1[C:13]1[N:9]([C:6]2[CH:5]=[CH:4][C:3]([O:2][CH3:1])=[CH:8][CH:7]=2)[C:10]([S:22][CH:33]([CH3:43])[C:34]([NH:36][C:37]2[CH:42]=[CH:41][CH:40]=[CH:39][CH:38]=2)=[O:35])=[N:11][N:12]=1. (4) Given the reactants [C:1]1([C:7]2[CH:11]=[C:10]([C:12]3[CH:17]=[CH:16][CH:15]=[CH:14][CH:13]=3)[N:9]([CH2:18][C:19]3[CH:40]=[CH:39][C:22]([CH2:23][NH:24][C:25]4[CH:30]=[CH:29][C:28]([CH2:31][CH2:32][C:33]([O:35]CC)=[O:34])=[C:27]([F:38])[CH:26]=4)=[CH:21][C:20]=3[O:41][CH3:42])[N:8]=2)[CH:6]=[CH:5][CH:4]=[CH:3][CH:2]=1.[OH-].[Na+].[ClH:45].C(OCC)(=O)C, predict the reaction product. The product is: [ClH:45].[ClH:45].[C:1]1([C:7]2[CH:11]=[C:10]([C:12]3[CH:17]=[CH:16][CH:15]=[CH:14][CH:13]=3)[N:9]([CH2:18][C:19]3[CH:40]=[CH:39][C:22]([CH2:23][NH:24][C:25]4[CH:30]=[CH:29][C:28]([CH2:31][CH2:32][C:33]([OH:35])=[O:34])=[C:27]([F:38])[CH:26]=4)=[CH:21][C:20]=3[O:41][CH3:42])[N:8]=2)[CH:6]=[CH:5][CH:4]=[CH:3][CH:2]=1. (5) The product is: [CH3:15][O:1][C:2]1[C:3]([CH2:12][CH:13]=[CH2:14])=[C:4]([CH:9]=[CH:10][CH:11]=1)[C:5]([O:7][CH3:8])=[O:6]. Given the reactants [OH:1][C:2]1[C:3]([CH2:12][CH:13]=[CH2:14])=[C:4]([CH:9]=[CH:10][CH:11]=1)[C:5]([O:7][CH3:8])=[O:6].[C:15](=O)([O-])[O-].[Cs+].[Cs+].CI, predict the reaction product. (6) The product is: [ClH:43].[NH:6]1[C:7]2[C:12](=[CH:11][CH:10]=[CH:9][CH:8]=2)[C:4]([CH2:3][CH2:2][NH:1][CH:14]2[C:22]3[C:17](=[CH:18][C:19]([C:23]([O:25][CH2:26][CH3:27])=[O:24])=[CH:20][CH:21]=3)[CH2:16][CH2:15]2)=[CH:5]1. Given the reactants [NH2:1][CH2:2][CH2:3][C:4]1[C:12]2[C:7](=[CH:8][CH:9]=[CH:10][CH:11]=2)[NH:6][CH:5]=1.O=[C:14]1[C:22]2[C:17](=[CH:18][C:19]([C:23]([O:25][CH2:26][CH3:27])=[O:24])=[CH:20][CH:21]=2)[CH2:16][CH2:15]1.[BH-](OC(C)=O)(OC(C)=O)OC(C)=O.[Na+].C(Cl)[Cl:43], predict the reaction product. (7) Given the reactants [Cl:1][C:2]1[CH:7]=[C:6](Cl)[N:5]=[C:4]([S:9][CH3:10])[N:3]=1.[CH3:11][Mg+].[Br-], predict the reaction product. The product is: [Cl:1][C:2]1[CH:7]=[C:6]([CH3:11])[N:5]=[C:4]([S:9][CH3:10])[N:3]=1.